From a dataset of Forward reaction prediction with 1.9M reactions from USPTO patents (1976-2016). Predict the product of the given reaction. (1) The product is: [CH2:1]([O:3][C:4](=[O:13])[C:5]1[C:10]([NH:16][CH2:14][CH3:15])=[CH:9][C:8]([Cl:12])=[N:7][CH:6]=1)[CH3:2]. Given the reactants [CH2:1]([O:3][C:4](=[O:13])[C:5]1[C:10](Cl)=[CH:9][C:8]([Cl:12])=[N:7][CH:6]=1)[CH3:2].[CH2:14]([NH2:16])[CH3:15], predict the reaction product. (2) Given the reactants [F:1][C:2]([F:15])([F:14])[C:3]([C:5]1[CH:10]=[C:9]([Cl:11])[C:8]([Cl:12])=[C:7]([Cl:13])[CH:6]=1)=[O:4].[N+:16]([CH3:19])([O-:18])=[O:17].C(=O)([O-])[O-].[K+].[K+], predict the reaction product. The product is: [F:15][C:2]([F:1])([F:14])[C:3]([C:5]1[CH:6]=[C:7]([Cl:13])[C:8]([Cl:12])=[C:9]([Cl:11])[CH:10]=1)([OH:4])[CH2:19][N+:16]([O-:18])=[O:17]. (3) Given the reactants [CH3:1][C:2]1([CH3:17])[CH2:7][CH2:6][CH:5]([N+:8]([O-])=O)[CH:4]([C:11]2[CH:16]=[CH:15][CH:14]=[CH:13][CH:12]=2)[NH:3]1.Cl, predict the reaction product. The product is: [CH3:1][C:2]1([CH3:17])[NH:3][CH:4]([C:11]2[CH:16]=[CH:15][CH:14]=[CH:13][CH:12]=2)[CH:5]([NH2:8])[CH2:6][CH2:7]1. (4) The product is: [OH:29][C:26]1[CH:25]=[CH:24][C:23]([C:20]2[N:19]=[N:18][C:17]([NH:15][NH:16][C:56](=[O:57])[CH2:55][O:54][C:47]3[C:48]4[C:53](=[CH:52][CH:51]=[CH:50][CH:49]=4)[N:44]=[CH:45][CH:46]=3)=[N:22][CH:21]=2)=[CH:28][CH:27]=1. Given the reactants N(C1N=NC(C2C=CC=CC=2)=CN=1)N.[NH:15]([C:17]1[N:18]=[N:19][C:20]([C:23]2[CH:28]=[CH:27][C:26]([OH:29])=[CH:25][CH:24]=2)=[CH:21][N:22]=1)[NH2:16].N1C2C(=CC(CC(O)=O)=CC=2)C=CC=1.[N:44]1[C:53]2[C:48](=[CH:49][CH:50]=[CH:51][CH:52]=2)[C:47]([O:54][CH2:55][C:56](O)=[O:57])=[CH:46][CH:45]=1, predict the reaction product. (5) Given the reactants Br[C:2]1[CH:9]=[C:8]([N:10]2[C:18]3[CH2:17][C:16]([CH3:20])([CH3:19])[CH2:15][C:14](=[O:21])[C:13]=3[C:12]([CH2:22][C:23]3[CH:28]=[CH:27][CH:26]=[CH:25][N:24]=3)=[N:11]2)[CH:7]=[CH:6][C:3]=1[C:4]#[N:5].CC([O-])(C)C.[Na+].[NH2:35][CH:36]1[CH2:41][CH2:40][O:39][CH2:38][CH2:37]1, predict the reaction product. The product is: [CH3:19][C:16]1([CH3:20])[CH2:17][C:18]2[N:10]([C:8]3[CH:7]=[CH:6][C:3]([C:4]#[N:5])=[C:2]([NH:35][CH:36]4[CH2:41][CH2:40][O:39][CH2:38][CH2:37]4)[CH:9]=3)[N:11]=[C:12]([CH2:22][C:23]3[CH:28]=[CH:27][CH:26]=[CH:25][N:24]=3)[C:13]=2[C:14](=[O:21])[CH2:15]1. (6) Given the reactants [CH3:1][C:2]1[CH:6]=[C:5]([CH3:7])[O:4][N:3]=1.[Li]CCCC.[F:13][C:14]([F:42])([F:41])[O:15][C:16]1[CH:17]=[C:18]([C:22]([C:30]2[CH:35]=[CH:34][CH:33]=[C:32]([O:36][C:37]([F:40])([F:39])[F:38])[CH:31]=2)=[N:23][S:24]([C:26]([CH3:29])([CH3:28])[CH3:27])=[O:25])[CH:19]=[CH:20][CH:21]=1.[NH4+].[Cl-], predict the reaction product. The product is: [F:40][C:37]([F:38])([F:39])[O:36][C:32]1[CH:31]=[C:30]([C:22]([C:18]2[CH:19]=[CH:20][CH:21]=[C:16]([O:15][C:14]([F:42])([F:41])[F:13])[CH:17]=2)=[N:23][S@@:24]([C:26]([CH3:29])([CH3:28])[CH3:27])=[O:25])[CH:35]=[CH:34][CH:33]=1.[CH3:29][C:26]([S:24]([NH:23][C:22]([C:30]1[CH:35]=[CH:34][CH:33]=[C:32]([O:36][C:37]([F:40])([F:38])[F:39])[CH:31]=1)([C:18]1[CH:19]=[CH:20][CH:21]=[C:16]([O:15][C:14]([F:13])([F:42])[F:41])[CH:17]=1)[CH2:7][C:5]1[O:4][N:3]=[C:2]([CH3:1])[CH:6]=1)=[O:25])([CH3:27])[CH3:28]. (7) Given the reactants Br[C:2]1[C:7]([C:8]([F:11])([F:10])[F:9])=[CH:6][C:5]([NH:12][C:13]2[N:17]=[C:16]([NH2:18])[NH:15][N:14]=2)=[CH:4][C:3]=1[Cl:19].CC1(C)C(C)(C)OB([C:28]2[CH:33]=[CH:32][C:31]([NH:34][C:35](=[O:40])[O:36][CH2:37][CH2:38][CH3:39])=[CH:30][CH:29]=2)O1.C([O-])([O-])=O.[Cs+].[Cs+], predict the reaction product. The product is: [CH2:37]([O:36][C:35](=[O:40])[NH:34][C:31]1[CH:30]=[CH:29][C:28]([C:2]2[C:7]([C:8]([F:11])([F:10])[F:9])=[CH:6][C:5]([NH:12][C:13]3[N:17]=[C:16]([NH2:18])[NH:15][N:14]=3)=[CH:4][C:3]=2[Cl:19])=[CH:33][CH:32]=1)[CH2:38][CH3:39]. (8) Given the reactants [NH2:1][C:2]1[CH:3]=[CH:4][C:5]2[CH:16]=[CH:15][C:9]3=[N:10][CH:11]=[C:12]([Cl:14])[CH:13]=[C:8]3[C:7](=[O:17])[C:6]=2[CH:18]=1.[CH3:19][O:20][CH2:21][C:22](O)=[O:23].Cl.CN(C)CCCN=C=NCC.O.ON1C2C=CC=CC=2N=N1, predict the reaction product. The product is: [Cl:14][C:12]1[CH:13]=[C:8]2[C:7](=[O:17])[C:6]3[CH:18]=[C:2]([NH:1][C:22](=[O:23])[CH2:21][O:20][CH3:19])[CH:3]=[CH:4][C:5]=3[CH:16]=[CH:15][C:9]2=[N:10][CH:11]=1. (9) Given the reactants [CH3:1][N:2]1[C:6]([C:7]2[N:12]=[C:11]([C@@H:13]([NH:17][C:18](=[O:24])[O:19][C:20]([CH3:23])([CH3:22])[CH3:21])[CH2:14][CH:15]=C)[CH:10]=[CH:9][CH:8]=2)=[C:5]([NH:25][C:26](=[O:31])[C@H:27]([CH3:30])[CH:28]=C)[CH:4]=[N:3]1, predict the reaction product. The product is: [CH3:1][N:2]1[N:3]=[CH:4][C:5]2[NH:25][C:26](=[O:31])[C@H:27]([CH3:30])[CH:28]=[CH:15][CH2:14][C@H:13]([NH:17][C:18](=[O:24])[O:19][C:20]([CH3:23])([CH3:21])[CH3:22])[C:11]3[N:12]=[C:7]([CH:8]=[CH:9][CH:10]=3)[C:6]1=2.